Dataset: Reaction yield outcomes from USPTO patents with 853,638 reactions. Task: Predict the reaction yield, written as a fraction of the theoretical maximum amount of product (1.0 means a 100% yield; for example, 0.34 means a 34% yield). (1) The reactants are C(O[C:6](=O)[N:7]([CH2:9][C:10]1[CH:14]=[C:13]([N:15]([C:22](=[O:24])[CH3:23])[C:16]2[CH:21]=[CH:20][CH:19]=[CH:18][CH:17]=2)[N:12]([C:25]2[CH:30]=[CH:29][CH:28]=[CH:27][CH:26]=2)[N:11]=1)C)(C)(C)C.C(OCC)(=O)C.Cl. The catalyst is C(OCC)(=O)C.C(O)C. The product is [CH3:6][NH:7][CH2:9][C:10]1[CH:14]=[C:13]([N:15]([C:16]2[CH:17]=[CH:18][CH:19]=[CH:20][CH:21]=2)[C:22](=[O:24])[CH3:23])[N:12]([C:25]2[CH:30]=[CH:29][CH:28]=[CH:27][CH:26]=2)[N:11]=1. The yield is 0.430. (2) The yield is 0.740. The reactants are [CH3:1][S:2]([C:5]1[CH:6]=[C:7]([CH2:11][OH:12])[CH:8]=[CH:9][CH:10]=1)(=[O:4])=[O:3].C1C=C[NH+]=CC=1.[O-][Cr](Cl)(=O)=O. The product is [CH3:1][S:2]([C:5]1[CH:6]=[C:7]([CH:8]=[CH:9][CH:10]=1)[CH:11]=[O:12])(=[O:3])=[O:4]. The catalyst is C(Cl)Cl.